Dataset: Catalyst prediction with 721,799 reactions and 888 catalyst types from USPTO. Task: Predict which catalyst facilitates the given reaction. (1) Reactant: [Cl:1][C:2]1[C:7]([Cl:8])=[CH:6][C:5]([NH2:9])=[C:4]([NH2:10])[CH:3]=1.C([O:15][C:16](=O)[CH2:17][C:18]([C:20]1[CH:25]=[CH:24][CH:23]=[C:22]([C:26]2[CH:31]=[C:30]([CH3:32])[N:29]=[C:28]([CH3:33])[CH:27]=2)[CH:21]=1)=O)(C)(C)C. Product: [Cl:1][C:2]1[C:7]([Cl:8])=[CH:6][C:5]2[NH:9][C:16](=[O:15])[CH2:17][C:18]([C:20]3[CH:25]=[CH:24][CH:23]=[C:22]([C:26]4[CH:27]=[C:28]([CH3:33])[N:29]=[C:30]([CH3:32])[CH:31]=4)[CH:21]=3)=[N:10][C:4]=2[CH:3]=1. The catalyst class is: 113. (2) Reactant: [OH:1][C:2]1[CH:3]=[C:4]([NH:8][C:9]([C:11]2[N:15]([CH3:16])[N:14]=[C:13]([CH3:17])[CH:12]=2)=[O:10])[CH:5]=[CH:6][CH:7]=1.Cl[C:19]1[CH:24]=[CH:23][C:22]([N+:25]([O-:27])=[O:26])=[CH:21][N:20]=1.C(=O)([O-])[O-].[K+].[K+].CN(C)C=O. Product: [CH3:16][N:15]1[C:11]([C:9]([NH:8][C:4]2[CH:5]=[CH:6][CH:7]=[C:2]([O:1][C:19]3[CH:24]=[CH:23][C:22]([N+:25]([O-:27])=[O:26])=[CH:21][N:20]=3)[CH:3]=2)=[O:10])=[CH:12][C:13]([CH3:17])=[N:14]1. The catalyst class is: 6. (3) Reactant: I(C1C=CC=CC=1C(O)=O)(=O)=O.[Cl:13][C:14]1[CH:19]=[CH:18][C:17]([N:20]2[C:28]([CH:29]([CH:31]3[CH2:36][CH2:35][CH2:34][CH2:33][CH2:32]3)[OH:30])=[C:27]3[C:22]([CH:23]=[CH:24][CH:25]=[CH:26]3)=[N:21]2)=[CH:16][CH:15]=1. The catalyst class is: 774. Product: [Cl:13][C:14]1[CH:19]=[CH:18][C:17]([N:20]2[C:28]([C:29]([CH:31]3[CH2:32][CH2:33][CH2:34][CH2:35][CH2:36]3)=[O:30])=[C:27]3[C:22]([CH:23]=[CH:24][CH:25]=[CH:26]3)=[N:21]2)=[CH:16][CH:15]=1. (4) Reactant: [NH2:1]/[C:2](=[N:4]\[O:5][C:6]([C:8]1[CH:13]=[CH:12][C:11]([N:14]2[CH2:19][CH2:18][N:17]([C:20]([O:22][C:23]([CH3:26])([CH3:25])[CH3:24])=[O:21])[CH2:16][CH2:15]2)=[C:10]([F:27])[CH:9]=1)=O)/[CH3:3].N(CC)(CC)CC.Cl. Product: [C:23]([O:22][C:20]([N:17]1[CH2:16][CH2:15][N:14]([C:11]2[CH:12]=[CH:13][C:8]([C:6]3[O:5][N:4]=[C:2]([CH3:3])[N:1]=3)=[CH:9][C:10]=2[F:27])[CH2:19][CH2:18]1)=[O:21])([CH3:24])([CH3:26])[CH3:25]. The catalyst class is: 1.